From a dataset of Full USPTO retrosynthesis dataset with 1.9M reactions from patents (1976-2016). Predict the reactants needed to synthesize the given product. (1) Given the product [Br:4][C:5]1[CH:10]=[CH:9][C:8]([C:11]2([CH2:2][C:1]([OH:16])=[O:3])[CH2:13][CH2:12]2)=[CH:7][CH:6]=1, predict the reactants needed to synthesize it. The reactants are: [CH2:1]([OH:3])[CH3:2].[Br:4][C:5]1[CH:10]=[CH:9][C:8]([C:11]2(C#N)[CH2:13][CH2:12]2)=[CH:7][CH:6]=1.[OH-:16].[K+]. (2) Given the product [Cl:1][C:2]1[CH:11]=[CH:10][CH:9]=[C:8]([Cl:12])[C:3]=1[C:4]1[CH:9]=[C:10]([C:11]2[CH:2]=[C:3]([CH2:26][C:25]([NH:24][CH2:23][CH2:22][S:19]([C:13]3[CH:14]=[CH:15][CH:16]=[CH:17][CH:18]=3)(=[O:21])=[O:20])=[O:27])[CH:4]=[CH:33][CH:34]=2)[O:6][N:5]=1, predict the reactants needed to synthesize it. The reactants are: [Cl:1][C:2]1[CH:11]=[CH:10][CH:9]=[C:8]([Cl:12])[C:3]=1[C:4](Cl)=[N:5][OH:6].[C:13]1([S:19]([CH2:22][CH2:23][NH:24][C:25](=[O:27])[CH3:26])(=[O:21])=[O:20])[CH:18]=[CH:17][CH:16]=[CH:15][CH:14]=1.C(N([CH2:33][CH3:34])CC)C. (3) Given the product [C:28]([NH:36][C:37]([N:9]1[C:8]2([C:5]3[S:4][C:3]([Si:2]([CH3:27])([CH3:26])[CH3:1])=[N:7][CH:6]=3)[CH2:15][N:14]([C:16]([O:18][CH2:19][C:20]3[CH:25]=[CH:24][CH:23]=[CH:22][CH:21]=3)=[O:17])[CH2:13][CH:12]2[CH2:11][O:10]1)=[S:38])(=[O:35])[C:29]1[CH:34]=[CH:33][CH:32]=[CH:31][CH:30]=1, predict the reactants needed to synthesize it. The reactants are: [CH3:1][Si:2]([CH3:27])([CH3:26])[C:3]1[S:4][C:5]([C:8]23[CH2:15][N:14]([C:16]([O:18][CH2:19][C:20]4[CH:25]=[CH:24][CH:23]=[CH:22][CH:21]=4)=[O:17])[CH2:13][C@@H:12]2[CH2:11][O:10][NH:9]3)=[CH:6][N:7]=1.[C:28]([N:36]=[C:37]=[S:38])(=[O:35])[C:29]1[CH:34]=[CH:33][CH:32]=[CH:31][CH:30]=1.